Predict which catalyst facilitates the given reaction. From a dataset of Catalyst prediction with 721,799 reactions and 888 catalyst types from USPTO. (1) Reactant: N(C(OC(C)C)=O)=NC(OC(C)C)=O.[Br:15][C:16]1[CH:21]=[C:20]([NH:22][S:23]([C:26]2[CH:31]=[CH:30][C:29]([CH3:32])=[CH:28][CH:27]=2)(=[O:25])=[O:24])[C:19]([NH:33][C@@H:34]([CH3:37])[CH2:35]O)=[CH:18][N:17]=1.C1(P(C2C=CC=CC=2)C2C=CC=CC=2)C=CC=CC=1. Product: [Br:15][C:16]1[N:17]=[CH:18][C:19]2[NH:33][C@@H:34]([CH3:37])[CH2:35][N:22]([S:23]([C:26]3[CH:31]=[CH:30][C:29]([CH3:32])=[CH:28][CH:27]=3)(=[O:25])=[O:24])[C:20]=2[CH:21]=1. The catalyst class is: 1. (2) Reactant: [CH3:1][O:2][C:3]([C:5]1([CH2:10][NH2:11])[CH2:9][CH2:8][CH2:7][CH2:6]1)=[O:4].[C:12]1(=O)[CH2:16][CH2:15][CH2:14][CH2:13]1.C([O-])(=O)C.[Na+].C(O[BH-](OC(=O)C)OC(=O)C)(=O)C.[Na+]. Product: [CH3:1][O:2][C:3]([C:5]1([CH2:10][NH:11][CH:12]2[CH2:16][CH2:15][CH2:14][CH2:13]2)[CH2:6][CH2:7][CH2:8][CH2:9]1)=[O:4]. The catalyst class is: 2. (3) Reactant: [CH3:1][S:2](Cl)(=[O:4])=[O:3].[F:6][C:7]1[C:8]([NH:33][C@@H:34]([C:37]([CH3:40])([CH3:39])[CH3:38])[CH2:35][OH:36])=[CH:9][C:10]([C:13]2[C:21]3[C:16](=[N:17][CH:18]=[C:19]([F:22])[CH:20]=3)[N:15]([S:23]([C:26]3[CH:32]=[CH:31][C:29]([CH3:30])=[CH:28][CH:27]=3)(=[O:25])=[O:24])[CH:14]=2)=[N:11][CH:12]=1.C(N(CC)CC)C. Product: [CH3:1][S:2]([O:36][CH2:35][C@@H:34]([NH:33][C:8]1[C:7]([F:6])=[CH:12][N:11]=[C:10]([C:13]2[C:21]3[C:16](=[N:17][CH:18]=[C:19]([F:22])[CH:20]=3)[N:15]([S:23]([C:26]3[CH:32]=[CH:31][C:29]([CH3:30])=[CH:28][CH:27]=3)(=[O:24])=[O:25])[CH:14]=2)[CH:9]=1)[C:37]([CH3:40])([CH3:39])[CH3:38])(=[O:4])=[O:3]. The catalyst class is: 4. (4) Reactant: C[O:2][C:3](=[O:21])[CH2:4][C:5]1[CH:10]=[CH:9][CH:8]=[C:7]([O:11][CH2:12][C@@H:13]2[CH2:17][O:16][C:15]([CH3:19])([CH3:18])[O:14]2)[C:6]=1[CH3:20].[OH-].[Li+]. Product: [CH3:18][C:15]1([CH3:19])[O:14][C@H:13]([CH2:12][O:11][C:7]2[C:6]([CH3:20])=[C:5]([CH2:4][C:3]([OH:21])=[O:2])[CH:10]=[CH:9][CH:8]=2)[CH2:17][O:16]1. The catalyst class is: 5. (5) Product: [CH2:1]([O:3][C:4]1[CH:5]=[C:6]([CH:9]=[C:10]([O:14][CH2:15][CH3:16])[C:11]=1[S:12]([CH3:13])=[O:17])[CH:7]=[O:8])[CH3:2]. Reactant: [CH2:1]([O:3][C:4]1[CH:5]=[C:6]([CH:9]=[C:10]([O:14][CH2:15][CH3:16])[C:11]=1[S:12][CH3:13])[CH:7]=[O:8])[CH3:2].[OH:17]O. The catalyst class is: 15. (6) Reactant: [CH2:1]([O:3][C:4]([C:6]1[C:10]([C:11]2[CH:16]=[CH:15][CH:14]=[C:13]([Cl:17])[CH:12]=2)=[CH:9][S:8][C:7]=1[NH2:18])=[O:5])[CH3:2].[C:19]1(=O)[O:24][C:22](=[O:23])[C:21]2=[CH:25][CH:26]=[CH:27][CH:28]=[C:20]12. Product: [CH2:1]([O:3][C:4]([C:6]1[C:10]([C:11]2[CH:16]=[CH:15][CH:14]=[C:13]([Cl:17])[CH:12]=2)=[CH:9][S:8][C:7]=1[N:18]1[C:22](=[O:23])[C:21]2[C:20](=[CH:28][CH:27]=[CH:26][CH:25]=2)[C:19]1=[O:24])=[O:5])[CH3:2]. The catalyst class is: 15. (7) Reactant: Br[C:2]1[CH:3]=[C:4]([CH:9]=[C:10]([C:12]([N:14]([CH2:18][CH2:19][CH3:20])[CH2:15][CH2:16][CH3:17])=[O:13])[CH:11]=1)[C:5]([O:7][CH3:8])=[O:6].C1(P(C2C=CC=CC=2)CCCP(C2C=CC=CC=2)C2C=CC=CC=2)C=CC=CC=1.C[Si](C)(C)N[Si](C)(C)C.C(N(C(C)C)CC)(C)C.C[N:69]1[C:73](=[O:74])CCC1. Product: [NH2:69][C:73]([C:2]1[CH:3]=[C:4]([CH:9]=[C:10]([C:12]([N:14]([CH2:18][CH2:19][CH3:20])[CH2:15][CH2:16][CH3:17])=[O:13])[CH:11]=1)[C:5]([O:7][CH3:8])=[O:6])=[O:74]. The catalyst class is: 167.